From a dataset of Full USPTO retrosynthesis dataset with 1.9M reactions from patents (1976-2016). Predict the reactants needed to synthesize the given product. (1) Given the product [F:12][C:10]1[CH:11]=[C:2]([S:27][C:21]2[CH:26]=[CH:25][CH:24]=[CH:23][CH:22]=2)[CH:3]=[C:4]2[C:9]=1[C:8](=[O:13])[CH2:7][CH2:6][CH2:5]2, predict the reactants needed to synthesize it. The reactants are: F[C:2]1[CH:3]=[C:4]2[C:9](=[C:10]([F:12])[CH:11]=1)[C:8](=[O:13])[CH2:7][CH2:6][CH2:5]2.C(N(CC)CC)C.[C:21]1([SH:27])[CH:26]=[CH:25][CH:24]=[CH:23][CH:22]=1.CCCCCCC. (2) Given the product [NH:8]1[CH2:13][CH2:12][O:11][CH2:10][C@H:9]1[C:14]([NH2:20])=[O:16], predict the reactants needed to synthesize it. The reactants are: C(OC([N:8]1[CH2:13][CH2:12][O:11][CH2:10][C@H:9]1[C:14]([OH:16])=O)=O)(C)(C)C.C([N:20](C(C)C)CC)(C)C.CN(C(ON1N=NC2C=CC=NC1=2)=[N+](C)C)C.F[P-](F)(F)(F)(F)F.N. (3) Given the product [OH:1][C:2]1[C:3]([C:12]([NH:34][CH2:33][C:28]2[CH:29]=[CH:30][CH:31]=[CH:32][N:27]=2)=[O:14])=[CH:4][CH:5]=[C:6]2[C:11]=1[N:10]=[CH:9][CH:8]=[CH:7]2, predict the reactants needed to synthesize it. The reactants are: [OH:1][C:2]1[C:3]([C:12]([OH:14])=O)=[CH:4][CH:5]=[C:6]2[C:11]=1[N:10]=[CH:9][CH:8]=[CH:7]2.N1(C(N2C=CN=C2)=O)C=CN=C1.[N:27]1[CH:32]=[CH:31][CH:30]=[CH:29][C:28]=1[CH2:33][NH2:34]. (4) Given the product [ClH:36].[C:25]([C:12]1[CH:13]=[C:14]([C:15]2[CH:16]=[N:17][C:18]([C:21]([F:24])([F:22])[F:23])=[CH:19][CH:20]=2)[C:8]([OH:7])=[C:9]([CH2:10][N:5]([C:1]([CH3:4])([CH3:3])[CH3:2])[CH2:6][CH:29]2[CH2:34][CH2:33][CH2:32][CH2:31][CH2:30]2)[CH:11]=1)([CH3:27])([CH3:26])[CH3:28], predict the reactants needed to synthesize it. The reactants are: [C:1]([N:5]1[CH2:10][C:9]2[CH:11]=[C:12]([C:25]([CH3:28])([CH3:27])[CH3:26])[CH:13]=[C:14]([C:15]3[CH:16]=[N:17][C:18]([C:21]([F:24])([F:23])[F:22])=[CH:19][CH:20]=3)[C:8]=2[O:7][CH2:6]1)([CH3:4])([CH3:3])[CH3:2].[CH:29]1([Mg][Cl:36])[CH2:34][CH2:33][CH2:32][CH2:31][CH2:30]1.C(OCC)C.C(O)C. (5) Given the product [N:31]([CH2:4][CH:3]([OH:28])[CH2:2][CH2:1][C:5]1[S:9][C:8]([C:10]([O:12][CH2:13][CH3:14])=[O:11])=[N:7][N:6]=1)=[N+:32]=[N-:33], predict the reactants needed to synthesize it. The reactants are: [CH2:1]([C:5]1[S:9][C:8]([C:10]([O:12][CH2:13][CH3:14])=[O:11])=[N:7][N:6]=1)[CH2:2][CH:3]=[CH2:4].C([O-])(O)=O.[Na+].ClC1C=CC=C(C(OO)=[O:28])C=1.[N-:31]=[N+:32]=[N-:33].[Na+]. (6) The reactants are: CS([O:5][CH:6]1[CH2:11][CH2:10][N:9]([C:12]2[CH:17]=[CH:16][N:15]=[CH:14][N:13]=2)[CH2:8][CH2:7]1)(=O)=O.[Cl:18][C:19]1[CH:20]=[C:21](O)[C:22]([CH3:29])=[C:23]([CH:28]=1)[C:24]([O:26][CH3:27])=[O:25].C([O-])([O-])=O.[Cs+].[Cs+]. Given the product [Cl:18][C:19]1[CH:20]=[C:21]([O:5][CH:6]2[CH2:11][CH2:10][N:9]([C:12]3[CH:17]=[CH:16][N:15]=[CH:14][N:13]=3)[CH2:8][CH2:7]2)[C:22]([CH3:29])=[C:23]([CH:28]=1)[C:24]([O:26][CH3:27])=[O:25], predict the reactants needed to synthesize it. (7) Given the product [Cl:1][C:2]1[N:3]=[C:4]2[C:10]([N:9]([CH3:13])[C:8](=[O:14])[CH2:7][CH2:6][N:5]2[CH2:15][CH2:16][N:27]2[CH2:32][CH2:31][O:30][CH2:29][CH2:28]2)=[CH:11][N:12]=1, predict the reactants needed to synthesize it. The reactants are: [Cl:1][C:2]1[N:3]=[C:4]2[C:10](=[CH:11][N:12]=1)[N:9]([CH3:13])[C:8](=[O:14])[CH2:7][CH2:6][N:5]2[CH2:15][C:16]1C(C)=NOC=1C.Cl.ClCC[N:27]1[CH2:32][CH2:31][O:30][CH2:29][CH2:28]1.[H-].[Na+]. (8) Given the product [CH2:8]([O:7][CH2:6][CH:5]([NH:15][C:16](=[O:17])[O:18][CH2:19][C:20]1[CH:33]=[CH:32][C:31]2[C:30](=[O:34])[C:29]3[C:24](=[CH:25][CH:26]=[CH:27][CH:28]=3)[C:23](=[O:35])[C:22]=2[CH:21]=1)[O:4][CH3:1])[C:9]1[CH:14]=[CH:13][CH:12]=[CH:11][CH:10]=1, predict the reactants needed to synthesize it. The reactants are: [C:1]([O:4][CH:5]([NH:15][C:16]([O:18][CH2:19][C:20]1[CH:33]=[CH:32][C:31]2[C:30](=[O:34])[C:29]3[C:24](=[CH:25][CH:26]=[CH:27][CH:28]=3)[C:23](=[O:35])[C:22]=2[CH:21]=1)=[O:17])[CH2:6][O:7][CH2:8][C:9]1[CH:14]=[CH:13][CH:12]=[CH:11][CH:10]=1)(=O)C.COCCOC. (9) Given the product [Cl:25][C:3]1[C:4]2[N:10]3[CH2:11][CH2:12][CH2:13][C@@H:14]([NH:15][C:16](=[O:18])[CH3:17])[C@H:9]3[C:8]3[CH:19]=[CH:20][CH:21]=[CH:22][C:7]=3[O:6][C:5]=2[CH:23]=[CH:24][C:2]=1[Cl:1], predict the reactants needed to synthesize it. The reactants are: [Cl:1][C:2]1[CH:24]=[CH:23][C:5]2[O:6][C:7]3[CH:22]=[CH:21][CH:20]=[CH:19][C:8]=3[C@@H:9]3[C@H:14]([NH:15][C:16](=[O:18])[CH3:17])[CH2:13][CH2:12][CH2:11][N:10]3[C:4]=2[CH:3]=1.[Cl:25]N1C(=O)CCC1=O.Cl. (10) Given the product [CH:1]1([O:6][C:7]2[CH:8]=[C:9]([CH:15]3[CH2:19][N:18]([C:20]4[CH:21]=[C:22]([CH:25]=[CH:26][CH:27]=4)[C:23]([NH2:24])=[O:33])[C:17](=[O:28])[CH2:16]3)[CH:10]=[CH:11][C:12]=2[O:13][CH3:14])[CH2:2][CH2:3][CH2:4][CH2:5]1, predict the reactants needed to synthesize it. The reactants are: [CH:1]1([O:6][C:7]2[CH:8]=[C:9]([CH:15]3[CH2:19][N:18]([C:20]4[CH:21]=[C:22]([CH:25]=[CH:26][CH:27]=4)[C:23]#[N:24])[C:17](=[O:28])[CH2:16]3)[CH:10]=[CH:11][C:12]=2[O:13][CH3:14])[CH2:5][CH2:4][CH2:3][CH2:2]1.[OH-].[Na+].OO.[OH:33]S(O)(=O)=O.